Task: Predict the reaction yield, written as a fraction of the theoretical maximum amount of product (1.0 means a 100% yield; for example, 0.34 means a 34% yield).. Dataset: Reaction yield outcomes from USPTO patents with 853,638 reactions (1) The reactants are [C:1]([O:9][C@H:10]([CH3:13])[CH2:11]Br)(=[O:8])[C:2]1[CH:7]=[CH:6][CH:5]=[CH:4][CH:3]=1.C([N+](CCCC)(CCCC)CCCC)CCC.[OH:31][C:32]1[CH:33]=[C:34]([CH2:39][C@H:40]([NH:44][C:45]([O:47][C:48]([CH3:51])([CH3:50])[CH3:49])=[O:46])[C:41]([O-:43])=[O:42])[CH:35]=[CH:36][C:37]=1[OH:38].C(=O)(O)[O-].[Cs+]. The catalyst is CN(C)C(=O)C. The product is [C:48]([O:47][C:45]([NH:44][C@@H:40]([CH2:39][C:34]1[CH:35]=[CH:36][C:37]([OH:38])=[C:32]([OH:31])[CH:33]=1)[C:41]([O:43][CH2:11][C@H:10]([O:9][C:1]([C:2]1[CH:7]=[CH:6][CH:5]=[CH:4][CH:3]=1)=[O:8])[CH3:13])=[O:42])=[O:46])([CH3:51])([CH3:49])[CH3:50]. The yield is 0.680. (2) The reactants are [CH3:1][C:2]([CH3:21])([O:11]CC1C=CC(OC)=CC=1)[CH2:3][O:4][C:5]1[CH:10]=[CH:9][CH:8]=[CH:7][CH:6]=1. The catalyst is C(Cl)Cl. The product is [CH3:21][C:2]([OH:11])([CH3:1])[CH2:3][O:4][C:5]1[CH:10]=[CH:9][CH:8]=[CH:7][CH:6]=1. The yield is 0.670. (3) The reactants are C[O-].[Na+].Cl.[NH2:5][OH:6].C[O:8][C:9](=O)[CH2:10][CH2:11][S:12][CH2:13][CH2:14][NH:15][C:16](=[O:27])/[CH:17]=[CH:18]/[CH:19]=[CH:20]/[C:21]1[CH:26]=[CH:25][CH:24]=[CH:23][CH:22]=1. The catalyst is CO. The product is [OH:6][NH:5][C:9]([CH2:10][CH2:11][S:12][CH2:13][CH2:14][NH:15][C:16](=[O:27])/[CH:17]=[CH:18]/[CH:19]=[CH:20]/[C:21]1[CH:26]=[CH:25][CH:24]=[CH:23][CH:22]=1)=[O:8]. The yield is 0.470. (4) The reactants are [F:1][C:2]([F:18])([F:17])[C:3]1[O:7][N:6]=[C:5]([C:8]2[S:12][C:11]([C:13]([OH:15])=O)=[CH:10][CH:9]=2)[C:4]=1[CH3:16].[NH:19]1[CH2:24][CH2:23][CH2:22][CH:21]([C:25]([NH2:27])=[O:26])[CH2:20]1.C1COCC1.N1CCCCC1. The catalyst is C(N(CC)CC)C. The product is [CH3:16][C:4]1[C:5]([C:8]2[S:12][C:11]([C:13]([N:19]3[CH2:24][CH2:23][CH2:22][CH:21]([C:25]([NH2:27])=[O:26])[CH2:20]3)=[O:15])=[CH:10][CH:9]=2)=[N:6][O:7][C:3]=1[C:2]([F:1])([F:18])[F:17]. The yield is 0.970. (5) The reactants are Cl[C:2]1[N:7]=[C:6]([NH:8][C:9]2[C:18]([CH3:19])=[CH:17][CH:16]=[CH:15][C:10]=2[C:11]([NH:13][CH3:14])=[O:12])[C:5]([Cl:20])=[CH:4][N:3]=1.[NH2:21][C:22]1[CH:35]=[CH:34][C:25]2[NH:26][C:27](=[O:33])[CH2:28][CH2:29][C:30]([CH3:32])([CH3:31])[C:24]=2[CH:23]=1.CC1(C)[C@]2(CS(O)(=O)=O)C(C[C@H]1CC2)=O. The catalyst is C(O)(C)C. The product is [Cl:20][C:5]1[C:6]([NH:8][C:9]2[C:18]([CH3:19])=[CH:17][CH:16]=[CH:15][C:10]=2[C:11]([NH:13][CH3:14])=[O:12])=[N:7][C:2]([NH:21][C:22]2[CH:35]=[CH:34][C:25]3[NH:26][C:27](=[O:33])[CH2:28][CH2:29][C:30]([CH3:32])([CH3:31])[C:24]=3[CH:23]=2)=[N:3][CH:4]=1. The yield is 0.0300. (6) The reactants are [CH3:1][C:2](C)([O-])C.[Na+].CN(C)C=O.[CH2:12]([O:19][C:20]1[CH:21]=[CH:22][C:23]2[NH:29][C:28](=[O:30])[CH2:27][C:26](=[O:31])[N:25]([CH3:32])[C:24]=2[CH:33]=1)[C:13]1[CH:18]=[CH:17][CH:16]=[CH:15][CH:14]=1.S(OCC)(OCC)(=O)=O. The catalyst is C(OCC)(=O)C.O. The product is [CH2:12]([O:19][C:20]1[CH:21]=[CH:22][C:23]2[N:29]([CH2:1][CH3:2])[C:28](=[O:30])[CH2:27][C:26](=[O:31])[N:25]([CH3:32])[C:24]=2[CH:33]=1)[C:13]1[CH:14]=[CH:15][CH:16]=[CH:17][CH:18]=1. The yield is 0.690.